Dataset: Full USPTO retrosynthesis dataset with 1.9M reactions from patents (1976-2016). Task: Predict the reactants needed to synthesize the given product. (1) Given the product [NH2:9][CH2:8][C:7]1[C:2]([OH:1])=[N:3][C:4]([CH3:11])=[N:5][C:6]=1[CH3:10], predict the reactants needed to synthesize it. The reactants are: [OH:1][C:2]1[C:7]([C:8]#[N:9])=[C:6]([CH3:10])[N:5]=[C:4]([CH3:11])[N:3]=1.[H-].[Al+3].[Li+].[H-].[H-].[H-].O1CCCC1. (2) Given the product [ClH:1].[CH2:31]([S:28]([C:25]1[N:26]=[CH:27][C:8]([N:11]2[CH2:15][CH2:14][C:13]3([CH2:16][CH2:17][NH:18][CH2:19][CH2:20]3)[CH2:12]2)=[N:9][CH:24]=1)(=[O:30])=[O:29])[CH3:32], predict the reactants needed to synthesize it. The reactants are: [ClH:1].CS(C1S[C:8]([N:11]2[CH2:15][CH2:14][C:13]3([CH2:20][CH2:19][NH:18][CH2:17][CH2:16]3)[CH2:12]2)=[N:9]N=1)(=O)=O.BrC1[CH:27]=[N:26][C:25]([S:28]([CH2:31][CH3:32])(=[O:30])=[O:29])=[CH:24]N=1.C1C2(CCN(C(OC(C)(C)C)=O)CC2)CCN1. (3) Given the product [NH2:12][CH2:11][C@@H:10]([NH:9][C:7]([C:5]1[S:6][C:2]([Cl:1])=[C:3]([C:34]2[N:38]([CH3:39])[N:37]=[CH:36][C:35]=2[CH3:40])[CH:4]=1)=[O:8])[CH2:23][C:24]1[CH:29]=[CH:28][CH:27]=[CH:26][C:25]=1[C:30]([F:33])([F:32])[F:31], predict the reactants needed to synthesize it. The reactants are: [Cl:1][C:2]1[S:6][C:5]([C:7]([NH:9][C@@H:10]([CH2:23][C:24]2[CH:29]=[CH:28][CH:27]=[CH:26][C:25]=2[C:30]([F:33])([F:32])[F:31])[CH2:11][N:12]2C(=O)C3C(=CC=CC=3)C2=O)=[O:8])=[CH:4][C:3]=1[C:34]1[N:38]([CH3:39])[N:37]=[CH:36][C:35]=1[CH3:40].NN. (4) Given the product [CH2:8]([O:10][C:11]([C:12]1[S:13][CH:2]=[C:3]([CH:5]2[CH2:7][CH2:6]2)[N:14]=1)=[O:15])[CH3:9], predict the reactants needed to synthesize it. The reactants are: Br[CH2:2][C:3]([CH:5]1[CH2:7][CH2:6]1)=O.[CH2:8]([O:10][C:11](=[O:15])[C:12]([NH2:14])=[S:13])[CH3:9]. (5) Given the product [C:12]([C:10]1[N:9]([CH2:16][CH2:17][N:18]2[CH2:23][CH2:22][CH2:21][CH2:20][CH2:19]2)[C:8]2[CH:24]=[CH:25][C:5]([NH:4][CH3:3])=[CH:6][C:7]=2[N:11]=1)([CH3:15])([CH3:13])[CH3:14], predict the reactants needed to synthesize it. The reactants are: CO[C:3](=O)[NH:4][C:5]1[CH:25]=[CH:24][C:8]2[N:9]([CH2:16][CH2:17][N:18]3[CH2:23][CH2:22][CH2:21][CH2:20][CH2:19]3)[C:10]([C:12]([CH3:15])([CH3:14])[CH3:13])=[N:11][C:7]=2[CH:6]=1.Cl.CCOCC.[H-].[H-].[H-].[H-].[Li+].[Al+3]. (6) Given the product [C:1]1([C:7]([C:14]2[CH:19]=[CH:18][CH:17]=[CH:16][CH:15]=2)=[N:8][C@H:9]([C:10]([O:12][CH3:13])=[O:11])[CH2:22][C:21](=[CH2:20])[CH3:24])[CH:2]=[CH:3][CH:4]=[CH:5][CH:6]=1, predict the reactants needed to synthesize it. The reactants are: [C:1]1([C:7]([C:14]2[CH:19]=[CH:18][CH:17]=[CH:16][CH:15]=2)=[N:8][CH2:9][C:10]([O:12][CH3:13])=[O:11])[CH:6]=[CH:5][CH:4]=[CH:3][CH:2]=1.[CH3:20][C:21]([CH3:24])([O-])[CH3:22].[K+].BrCC(C)=C. (7) Given the product [NH2:1][C@:2]1([CH2:19][O:20][Si:28]([C:31]([CH3:34])([CH3:33])[CH3:32])([CH3:30])[CH3:29])[CH2:7][CH2:6][N:5]([C:8]([O:10][CH2:11][C:12]2[CH:17]=[CH:16][CH:15]=[CH:14][CH:13]=2)=[O:9])[C@@H:4]([CH3:18])[CH2:3]1, predict the reactants needed to synthesize it. The reactants are: [NH2:1][C@:2]1([CH2:19][OH:20])[CH2:7][CH2:6][N:5]([C:8]([O:10][CH2:11][C:12]2[CH:17]=[CH:16][CH:15]=[CH:14][CH:13]=2)=[O:9])[C@@H:4]([CH3:18])[CH2:3]1.C(N(CC)CC)C.[Si:28](Cl)([C:31]([CH3:34])([CH3:33])[CH3:32])([CH3:30])[CH3:29].O. (8) The reactants are: [S:1]1[CH:5]=[CH:4][N:3]=[CH:2]1.C([Li])CCC.CCCCCC.CON(C)[C:20]([CH:22]1[CH2:27][CH2:26][S:25][CH2:24][CH2:23]1)=[O:21]. Given the product [S:25]1[CH2:26][CH2:27][CH:22]([C:20]([C:2]2[S:1][CH:5]=[CH:4][N:3]=2)=[O:21])[CH2:23][CH2:24]1, predict the reactants needed to synthesize it. (9) Given the product [N:8]1([C:13]2[CH:14]=[CH:15][C:16]([CH2:17][C:18]3[C:19]([O:39][CH3:40])=[N:20][C:21]4[C:26]([C:27]=3[Cl:28])=[CH:25][C:24]([C:29]([OH:30])([C:2]3[N:6]([CH3:7])[CH:5]=[N:4][CH:3]=3)[C:31]3[CH:38]=[CH:37][C:34]([C:35]#[N:36])=[CH:33][CH:32]=3)=[CH:23][CH:22]=4)=[CH:41][CH:42]=2)[CH:12]=[N:11][CH:10]=[N:9]1, predict the reactants needed to synthesize it. The reactants are: Br[C:2]1[N:6]([CH3:7])[CH:5]=[N:4][CH:3]=1.[N:8]1([C:13]2[CH:42]=[CH:41][C:16]([CH2:17][C:18]3[C:19]([O:39][CH3:40])=[N:20][C:21]4[C:26]([C:27]=3[Cl:28])=[CH:25][C:24]([C:29]([C:31]3[CH:38]=[CH:37][C:34]([C:35]#[N:36])=[CH:33][CH:32]=3)=[O:30])=[CH:23][CH:22]=4)=[CH:15][CH:14]=2)[CH:12]=[N:11][CH:10]=[N:9]1.C(O)(=O)CC(CC(O)=O)(C(O)=O)O.